From a dataset of NCI-60 drug combinations with 297,098 pairs across 59 cell lines. Regression. Given two drug SMILES strings and cell line genomic features, predict the synergy score measuring deviation from expected non-interaction effect. (1) Cell line: SK-OV-3. Drug 1: CNC(=O)C1=CC=CC=C1SC2=CC3=C(C=C2)C(=NN3)C=CC4=CC=CC=N4. Synergy scores: CSS=-0.930, Synergy_ZIP=1.32, Synergy_Bliss=0.819, Synergy_Loewe=-1.54, Synergy_HSA=-1.15. Drug 2: C1CN(P(=O)(OC1)NCCCl)CCCl. (2) Drug 1: C1=C(C(=O)NC(=O)N1)N(CCCl)CCCl. Drug 2: C1C(C(OC1N2C=NC3=C(N=C(N=C32)Cl)N)CO)O. Cell line: NCI-H226. Synergy scores: CSS=9.00, Synergy_ZIP=-3.86, Synergy_Bliss=0.456, Synergy_Loewe=-1.24, Synergy_HSA=-0.729. (3) Drug 1: C1C(C(OC1N2C=C(C(=O)NC2=O)F)CO)O. Drug 2: COC1=C2C(=CC3=C1OC=C3)C=CC(=O)O2. Cell line: A549. Synergy scores: CSS=29.5, Synergy_ZIP=-0.652, Synergy_Bliss=3.17, Synergy_Loewe=-31.3, Synergy_HSA=2.90. (4) Cell line: M14. Drug 1: C1CCC(C1)C(CC#N)N2C=C(C=N2)C3=C4C=CNC4=NC=N3. Synergy scores: CSS=19.9, Synergy_ZIP=-1.85, Synergy_Bliss=3.73, Synergy_Loewe=-13.6, Synergy_HSA=-4.99. Drug 2: CC1OCC2C(O1)C(C(C(O2)OC3C4COC(=O)C4C(C5=CC6=C(C=C35)OCO6)C7=CC(=C(C(=C7)OC)O)OC)O)O. (5) Drug 1: CC1=C2C(C(=O)C3(C(CC4C(C3C(C(C2(C)C)(CC1OC(=O)C(C(C5=CC=CC=C5)NC(=O)OC(C)(C)C)O)O)OC(=O)C6=CC=CC=C6)(CO4)OC(=O)C)O)C)O. Drug 2: CN(CCCl)CCCl.Cl. Cell line: LOX IMVI. Synergy scores: CSS=41.6, Synergy_ZIP=-7.99, Synergy_Bliss=-5.45, Synergy_Loewe=-5.96, Synergy_HSA=-3.19. (6) Drug 1: CC12CCC3C(C1CCC2=O)CC(=C)C4=CC(=O)C=CC34C. Drug 2: CN1C2=C(C=C(C=C2)N(CCCl)CCCl)N=C1CCCC(=O)O.Cl. Cell line: SN12C. Synergy scores: CSS=19.5, Synergy_ZIP=0.470, Synergy_Bliss=1.03, Synergy_Loewe=-13.8, Synergy_HSA=0.347. (7) Drug 1: C1CC(=O)NC(=O)C1N2CC3=C(C2=O)C=CC=C3N. Drug 2: CCC(=C(C1=CC=CC=C1)C2=CC=C(C=C2)OCCN(C)C)C3=CC=CC=C3.C(C(=O)O)C(CC(=O)O)(C(=O)O)O. Cell line: HT29. Synergy scores: CSS=6.45, Synergy_ZIP=-0.548, Synergy_Bliss=3.77, Synergy_Loewe=3.38, Synergy_HSA=2.21.